This data is from NCI-60 drug combinations with 297,098 pairs across 59 cell lines. The task is: Regression. Given two drug SMILES strings and cell line genomic features, predict the synergy score measuring deviation from expected non-interaction effect. (1) Drug 1: CNC(=O)C1=CC=CC=C1SC2=CC3=C(C=C2)C(=NN3)C=CC4=CC=CC=N4. Drug 2: COCCOC1=C(C=C2C(=C1)C(=NC=N2)NC3=CC=CC(=C3)C#C)OCCOC.Cl. Cell line: MDA-MB-435. Synergy scores: CSS=1.24, Synergy_ZIP=1.25, Synergy_Bliss=4.54, Synergy_Loewe=0.404, Synergy_HSA=1.45. (2) Drug 1: C1=C(C(=O)NC(=O)N1)F. Drug 2: CC12CCC3C(C1CCC2O)C(CC4=C3C=CC(=C4)O)CCCCCCCCCS(=O)CCCC(C(F)(F)F)(F)F. Cell line: SNB-75. Synergy scores: CSS=16.1, Synergy_ZIP=-7.30, Synergy_Bliss=-4.93, Synergy_Loewe=-2.89, Synergy_HSA=-2.84. (3) Drug 1: CCC1=C2CN3C(=CC4=C(C3=O)COC(=O)C4(CC)O)C2=NC5=C1C=C(C=C5)O. Drug 2: CCC1(CC2CC(C3=C(CCN(C2)C1)C4=CC=CC=C4N3)(C5=C(C=C6C(=C5)C78CCN9C7C(C=CC9)(C(C(C8N6C)(C(=O)OC)O)OC(=O)C)CC)OC)C(=O)OC)O.OS(=O)(=O)O. Cell line: HL-60(TB). Synergy scores: CSS=7.25, Synergy_ZIP=-3.37, Synergy_Bliss=-4.34, Synergy_Loewe=-1.63, Synergy_HSA=-1.70. (4) Drug 1: CNC(=O)C1=NC=CC(=C1)OC2=CC=C(C=C2)NC(=O)NC3=CC(=C(C=C3)Cl)C(F)(F)F. Drug 2: COC1=C2C(=CC3=C1OC=C3)C=CC(=O)O2. Cell line: SF-295. Synergy scores: CSS=0.550, Synergy_ZIP=-0.262, Synergy_Bliss=-0.924, Synergy_Loewe=-0.959, Synergy_HSA=-1.76.